From a dataset of Peptide-MHC class I binding affinity with 185,985 pairs from IEDB/IMGT. Regression. Given a peptide amino acid sequence and an MHC pseudo amino acid sequence, predict their binding affinity value. This is MHC class I binding data. (1) The peptide sequence is QIMEVTAKW. The MHC is HLA-B58:01 with pseudo-sequence HLA-B58:01. The binding affinity (normalized) is 0.769. (2) The peptide sequence is TMKILIGVV. The MHC is HLA-A02:03 with pseudo-sequence HLA-A02:03. The binding affinity (normalized) is 0.783. (3) The peptide sequence is SQIFNIISYI. The MHC is HLA-A23:01 with pseudo-sequence HLA-A23:01. The binding affinity (normalized) is 0.281. (4) The peptide sequence is TPKPAVRFAI. The MHC is HLA-A29:02 with pseudo-sequence HLA-A29:02. The binding affinity (normalized) is 0.260. (5) The peptide sequence is KTRKYLPAI. The MHC is HLA-A32:01 with pseudo-sequence HLA-A32:01. The binding affinity (normalized) is 0.570. (6) The peptide sequence is LPVLLGSFGC. The MHC is HLA-B51:01 with pseudo-sequence HLA-B51:01. The binding affinity (normalized) is 0.0127.